From a dataset of Peptide-MHC class I binding affinity with 185,985 pairs from IEDB/IMGT. Regression. Given a peptide amino acid sequence and an MHC pseudo amino acid sequence, predict their binding affinity value. This is MHC class I binding data. (1) The peptide sequence is EVLKAMSLY. The MHC is HLA-A02:03 with pseudo-sequence HLA-A02:03. The binding affinity (normalized) is 0.0847. (2) The peptide sequence is GEDVAPIEY. The MHC is HLA-A26:01 with pseudo-sequence HLA-A26:01. The binding affinity (normalized) is 0.